This data is from Forward reaction prediction with 1.9M reactions from USPTO patents (1976-2016). The task is: Predict the product of the given reaction. (1) Given the reactants [C:1]([CH:6]1[CH2:12][CH2:11][CH2:10][CH2:9][CH2:8][C:7]1=O)([O:3][CH2:4][CH3:5])=[O:2].[C:14]1([CH:21]=CC=[C:17](O)[CH:16]=1)[OH:15], predict the reaction product. The product is: [OH:15][C:14]1[CH:21]=[C:4]2[C:5]([C:7]3[CH2:8][CH2:9][CH2:10][CH2:11][CH2:12][C:6]=3[C:1](=[O:2])[O:3]2)=[CH:17][CH:16]=1. (2) Given the reactants [F:1][C:2]1[CH:7]=[C:6]([F:8])[C:5]([F:9])=[CH:4][C:3]=1[S:10](Cl)(=[O:12])=[O:11].S([O-])([O-])=O.[Na+].[Na+].[OH-].[Na+].OS(O)(=O)=O, predict the reaction product. The product is: [F:1][C:2]1[CH:7]=[C:6]([F:8])[C:5]([F:9])=[CH:4][C:3]=1[S:10]([OH:12])=[O:11].